This data is from Full USPTO retrosynthesis dataset with 1.9M reactions from patents (1976-2016). The task is: Predict the reactants needed to synthesize the given product. (1) Given the product [S:1]1[CH:5]=[CH:4][N:3]=[C:2]1[C:6]1[CH:7]=[CH:8][C:9]([CH2:10][OH:11])=[CH:12][CH:13]=1, predict the reactants needed to synthesize it. The reactants are: [S:1]1[CH:5]=[CH:4][N:3]=[C:2]1[C:6]1[CH:13]=[CH:12][C:9]([CH:10]=[O:11])=[CH:8][CH:7]=1.C(O)C.O1CCCC1.[BH4-].[Na+]. (2) The reactants are: [NH2:1][C:2]1[C:12]([N+:13]([O-])=O)=[CH:11][C:5]([C:6]([O:8][CH2:9][CH3:10])=[O:7])=[C:4]([O:16][CH2:17][CH3:18])[CH:3]=1. Given the product [NH2:1][C:2]1[C:12]([NH2:13])=[CH:11][C:5]([C:6]([O:8][CH2:9][CH3:10])=[O:7])=[C:4]([O:16][CH2:17][CH3:18])[CH:3]=1, predict the reactants needed to synthesize it. (3) Given the product [CH2:1]([N:8]1[CH2:13][CH2:12][CH:11]([N:18]2[CH2:19][CH2:20][CH2:21][C:22]2=[O:24])[C:10]([CH3:16])([CH3:15])[CH2:9]1)[C:2]1[CH:7]=[CH:6][CH:5]=[CH:4][CH:3]=1, predict the reactants needed to synthesize it. The reactants are: [CH2:1]([N:8]1[CH2:13][CH2:12][C:11](=O)[C:10]([CH3:16])([CH3:15])[CH2:9]1)[C:2]1[CH:7]=[CH:6][CH:5]=[CH:4][CH:3]=1.Cl.[NH2:18][CH2:19][CH2:20][CH2:21][C:22]([O:24]C)=O.C(O)(=O)C.C(N(CC)CC)C.C(O[BH-](OC(=O)C)OC(=O)C)(=O)C.[Na+].C(=O)([O-])[O-].[K+].[K+].CCN=C=NCCCN(C)C.Cl. (4) Given the product [F:1][C:2]1[CH:7]=[CH:6][CH:5]=[C:4]([F:8])[C:3]=1[C:9]1[CH:10]=[C:11]2[C:15](=[CH:16][CH:17]=1)[N:14]([C:25]([O:27][C:28]([CH3:31])([CH3:30])[CH3:29])=[O:26])[CH:13]=[C:12]2[I:18], predict the reactants needed to synthesize it. The reactants are: [F:1][C:2]1[CH:7]=[CH:6][CH:5]=[C:4]([F:8])[C:3]=1[C:9]1[CH:10]=[C:11]2[C:15](=[CH:16][CH:17]=1)[NH:14][CH:13]=[C:12]2[I:18].CC(C)([O-])C.[K+].[C:25](O[C:25]([O:27][C:28]([CH3:31])([CH3:30])[CH3:29])=[O:26])([O:27][C:28]([CH3:31])([CH3:30])[CH3:29])=[O:26]. (5) Given the product [Br:20][C:16]1[CH:17]=[C:18]([CH3:19])[C:13]([C:27]2([OH:30])[CH2:28][CH2:29][C:24]3([O:31][CH2:21][CH2:22][O:23]3)[CH2:25][CH2:26]2)=[N:14][CH:15]=1, predict the reactants needed to synthesize it. The reactants are: CCCCCC.C([Li])CCC.Br[C:13]1[C:18]([CH3:19])=[CH:17][C:16]([Br:20])=[CH:15][N:14]=1.[CH2:21]1[O:31][C:24]2([CH2:29][CH2:28][C:27](=[O:30])[CH2:26][CH2:25]2)[O:23][CH2:22]1.